Dataset: Full USPTO retrosynthesis dataset with 1.9M reactions from patents (1976-2016). Task: Predict the reactants needed to synthesize the given product. (1) The reactants are: [C:1]12([C:12]3[C:11]([OH:13])=[CH:10][CH:9]=[CH:8][C:7]=3[O:6][CH2:5][CH2:4]1)[CH2:3][CH2:2]2.CN(C=O)C.Cl[C:20]1[N:25]=[CH:24][C:23]([N+:26]([O-:28])=[O:27])=[CH:22][N:21]=1. Given the product [C:1]12([C:12]3[C:7](=[CH:8][CH:9]=[CH:10][C:11]=3[O:13][C:20]3[N:25]=[CH:24][C:23]([N+:26]([O-:28])=[O:27])=[CH:22][N:21]=3)[O:6][CH2:5][CH2:4]1)[CH2:3][CH2:2]2, predict the reactants needed to synthesize it. (2) The reactants are: [N+](=[C:3]([C:8]1[CH:13]=[CH:12][C:11]([S:14]([CH:17]2[CH2:22][CH2:21][O:20][CH2:19][CH2:18]2)(=[O:16])=[O:15])=[CH:10][CH:9]=1)[C:4]([O:6][CH3:7])=[O:5])=[N-].[OH:23][CH:24]1[CH2:29][CH2:28][O:27][CH2:26][CH2:25]1. Given the product [O:27]1[CH2:28][CH2:29][CH:24]([O:23][CH:3]([C:8]2[CH:13]=[CH:12][C:11]([S:14]([CH:17]3[CH2:22][CH2:21][O:20][CH2:19][CH2:18]3)(=[O:16])=[O:15])=[CH:10][CH:9]=2)[C:4]([O:6][CH3:7])=[O:5])[CH2:25][CH2:26]1, predict the reactants needed to synthesize it. (3) Given the product [Br:2][C@@H:13]([C:9]1[CH:10]=[CH:11][CH:12]=[C:7]([F:6])[CH:8]=1)[C@@H:15]1[O:20][CH2:19][CH2:18][N:17]([CH2:21][C:22]2[CH:27]=[CH:26][CH:25]=[CH:24][CH:23]=2)[CH2:16]1.[Br:2][C@H:35]([C:31]1[CH:32]=[CH:33][CH:34]=[C:29]([F:28])[CH:30]=1)[C@H:37]1[O:42][CH2:41][CH2:40][N:39]([CH2:43][C:44]2[CH:49]=[CH:48][CH:47]=[CH:46][CH:45]=2)[CH2:38]1, predict the reactants needed to synthesize it. The reactants are: C(Br)(Br)(Br)[Br:2].[F:6][C:7]1[CH:8]=[C:9]([C@H:13]([C@@H:15]2[O:20][CH2:19][CH2:18][N:17]([CH2:21][C:22]3[CH:27]=[CH:26][CH:25]=[CH:24][CH:23]=3)[CH2:16]2)O)[CH:10]=[CH:11][CH:12]=1.[F:28][C:29]1[CH:30]=[C:31]([C@@H:35]([C@H:37]2[O:42][CH2:41][CH2:40][N:39]([CH2:43][C:44]3[CH:49]=[CH:48][CH:47]=[CH:46][CH:45]=3)[CH2:38]2)O)[CH:32]=[CH:33][CH:34]=1.C1(P(C2C=CC=CC=2)C2C=CC=CC=2)C=CC=CC=1. (4) Given the product [CH:17]1([C:2]2[C:7]([C:8]3[CH:13]=[CH:12][CH:11]=[CH:10][CH:9]=3)=[CH:6][C:5]([N+:14]([O-:16])=[O:15])=[CH:4][N:3]=2)[CH2:19][CH2:18]1, predict the reactants needed to synthesize it. The reactants are: Cl[C:2]1[C:7]([C:8]2[CH:13]=[CH:12][CH:11]=[CH:10][CH:9]=2)=[CH:6][C:5]([N+:14]([O-:16])=[O:15])=[CH:4][N:3]=1.[CH:17]1(B2OC(C)(C)C(C)(C)O2)[CH2:19][CH2:18]1.C(Cl)Cl.C([O-])([O-])=O.[Cs+].[Cs+]. (5) Given the product [NH:1]1[C:9]2[C:4](=[CH:5][CH:6]=[CH:7][CH:8]=2)[C:3]([C@H:10]2[CH2:15][CH2:14][C@H:13]([NH:16][CH:17]([CH:22]3[CH2:23][CH2:24][N:25]([C:34](=[O:35])/[CH:33]=[CH:32]/[C:31]4[CH:30]=[C:29]([F:28])[C:39]([F:40])=[C:38]([F:41])[CH:37]=4)[CH2:26][CH2:27]3)[C:18]([O:20][CH3:21])=[O:19])[CH2:12][CH2:11]2)=[CH:2]1, predict the reactants needed to synthesize it. The reactants are: [NH:1]1[C:9]2[C:4](=[CH:5][CH:6]=[CH:7][CH:8]=2)[C:3]([CH:10]2[CH2:15][CH2:14][CH:13]([NH:16][CH:17]([CH:22]3[CH2:27][CH2:26][NH:25][CH2:24][CH2:23]3)[C:18]([O:20][CH3:21])=[O:19])[CH2:12][CH2:11]2)=[CH:2]1.[F:28][C:29]1[CH:30]=[C:31]([CH:37]=[C:38]([F:41])[C:39]=1[F:40])/[CH:32]=[CH:33]/[C:34](O)=[O:35]. (6) Given the product [NH:1]([C:57]([O:59][CH2:60][CH:61]1[C:62]2[C:67](=[CH:66][CH:65]=[CH:64][CH:63]=2)[C:68]2[C:73]1=[CH:72][CH:71]=[CH:70][CH:69]=2)=[O:58])[C@@H:2]([C:15]([NH:17][C@@H:18]([C:31]([NH:33][C@H:34]([C:39]([NH:41][C@H:42]([C:47]([OH:49])=[O:48])[CH2:43][CH:44]([CH3:46])[CH3:45])=[O:40])[CH2:35][CH:36]([CH3:38])[CH3:37])=[O:32])[CH2:19][CH2:20][CH2:21][CH2:22][NH2:23])=[O:16])[CH2:3][CH2:4][CH2:5][CH2:6][NH2:7], predict the reactants needed to synthesize it. The reactants are: [NH:1]([C:57]([O:59][CH2:60][CH:61]1[C:73]2[C:68](=[CH:69][CH:70]=[CH:71][CH:72]=2)[C:67]2[C:62]1=[CH:63][CH:64]=[CH:65][CH:66]=2)=[O:58])[C@@H:2]([C:15]([NH:17][C@@H:18]([C:31]([NH:33][C@H:34]([C:39]([NH:41][C@H:42]([C:47]([O:49]CC1C=CC=CC=1)=[O:48])[CH2:43][CH:44]([CH3:46])[CH3:45])=[O:40])[CH2:35][CH:36]([CH3:38])[CH3:37])=[O:32])[CH2:19][CH2:20][CH2:21][CH2:22][NH:23]C(OC(C)(C)C)=O)=[O:16])[CH2:3][CH2:4][CH2:5][CH2:6][NH:7]C(OC(C)(C)C)=O.FC(F)(F)C(O)=O.C([SiH](C(C)C)C(C)C)(C)C. (7) Given the product [CH3:3][C:4]1[N:9]=[CH:8][N:7]=[C:6]([N:10]2[CH2:15][CH2:14][CH:13]([NH2:16])[CH2:12][CH2:11]2)[CH:5]=1, predict the reactants needed to synthesize it. The reactants are: Cl.Cl.[CH3:3][C:4]1[N:9]=[CH:8][N:7]=[C:6]([N:10]2[CH2:15][CH2:14][CH:13]([NH2:16])[CH2:12][CH2:11]2)[CH:5]=1.[OH-].[Na+]. (8) Given the product [CH2:13]([N:20]1[CH2:25][CH2:24][C:23]([C:2]2[CH:3]=[CH:4][C:5]([Cl:12])=[C:6]([C:8]([F:11])([F:10])[F:9])[CH:7]=2)([OH:26])[CH2:22][CH2:21]1)[C:14]1[CH:15]=[CH:16][CH:17]=[CH:18][CH:19]=1, predict the reactants needed to synthesize it. The reactants are: Br[C:2]1[CH:3]=[CH:4][C:5]([Cl:12])=[C:6]([C:8]([F:11])([F:10])[F:9])[CH:7]=1.[CH2:13]([N:20]1[CH2:25][CH2:24][C:23](=[O:26])[CH2:22][CH2:21]1)[C:14]1[CH:19]=[CH:18][CH:17]=[CH:16][CH:15]=1. (9) Given the product [CH3:4][N:6]1[CH2:18][C@H:17]2[C@H:9]([CH2:10][C:11]3[C:16]2=[CH:15][C:14]([C:19]2[CH:24]=[CH:23][CH:22]=[CH:21][CH:20]=2)=[CH:13][C:12]=3[CH3:25])[CH2:8][CH2:7]1, predict the reactants needed to synthesize it. The reactants are: C(O[C:4]([N:6]1[CH2:18][C@H:17]2[C@H:9]([CH2:10][C:11]3[C:16]2=[CH:15][C:14]([C:19]2[CH:24]=[CH:23][CH:22]=[CH:21][CH:20]=2)=[CH:13][C:12]=3[CH3:25])[CH2:8][CH2:7]1)=O)C.[H-].[H-].[H-].[H-].[Li+].[Al+3]. (10) Given the product [NH2:14][C:15]1[CH:16]=[C:17]([CH:23]=[C:24]([O:26][CH2:27][CH3:28])[N:25]=1)[C:18]([NH:51][CH2:50][CH:47]1[CH2:46][CH2:45][N:44]([CH2:43][C:41]2[O:40][N:39]=[C:38]([C:32]3[CH:37]=[CH:36][CH:35]=[CH:34][CH:33]=3)[CH:42]=2)[CH2:49][CH2:48]1)=[O:20], predict the reactants needed to synthesize it. The reactants are: C1(C(=[N:14][C:15]2[CH:16]=[C:17]([CH:23]=[C:24]([O:26][CH2:27][CH3:28])[N:25]=2)[C:18]([O:20]CC)=O)C2C=CC=CC=2)C=CC=CC=1.O.[OH-].[Li+].[C:32]1([C:38]2[CH:42]=[C:41]([CH2:43][N:44]3[CH2:49][CH2:48][CH:47]([CH2:50][NH2:51])[CH2:46][CH2:45]3)[O:40][N:39]=2)[CH:37]=[CH:36][CH:35]=[CH:34][CH:33]=1.C(N=C=NCCCN(C)C)C.C(N(C(C)C)CC)(C)C.O.ON1C2C=CC=CC=2N=N1.